This data is from Reaction yield outcomes from USPTO patents with 853,638 reactions. The task is: Predict the reaction yield, written as a fraction of the theoretical maximum amount of product (1.0 means a 100% yield; for example, 0.34 means a 34% yield). (1) The reactants are [OH:1][C@H:2]([CH2:18][O:19][C:20]1[CH:25]=[CH:24][CH:23]=[CH:22][CH:21]=1)[CH2:3][NH:4][C:5]([C@H:7]1[CH2:16][CH2:15][C:14]2[C:9](=[CH:10][CH:11]=[C:12]([I:17])[CH:13]=2)[O:8]1)=O.B.CSC. The catalyst is C1COCC1. The product is [I:17][C:12]1[CH:13]=[C:14]2[C:9](=[CH:10][CH:11]=1)[O:8][C@@H:7]([CH2:5][NH:4][CH2:3][C@H:2]([OH:1])[CH2:18][O:19][C:20]1[CH:25]=[CH:24][CH:23]=[CH:22][CH:21]=1)[CH2:16][CH2:15]2. The yield is 0.990. (2) The reactants are [C:1]([O:20][CH2:21][CH3:22])(=[O:19])[CH2:2][CH2:3][CH2:4][CH2:5][CH2:6][CH2:7][CH2:8]/[CH:9]=[CH:10]\[CH2:11][CH2:12][CH2:13][CH2:14][CH2:15][CH2:16][CH2:17][CH3:18].[CH2:23](O)[CH2:24][CH2:25]CC. The catalyst is CCOCC. The product is [C:1]([O:20][CH2:21][CH2:22][CH2:23][CH2:24][CH3:25])(=[O:19])[CH2:2][CH2:3][CH2:4][CH2:5][CH2:6][CH2:7][CH2:8]/[CH:9]=[CH:10]\[CH2:11][CH2:12][CH2:13][CH2:14][CH2:15][CH2:16][CH2:17][CH3:18]. The yield is 0.910. (3) The reactants are [Cl:1][C:2]1[CH:3]=[CH:4][C:5]2[N:6]([CH:8]=[C:9]([CH2:11][C:12]([OH:14])=[O:13])[N:10]=2)[CH:7]=1.[F:15][C:16]1[CH:21]=[CH:20][C:19]([C:22](=O)[CH3:23])=[C:18](O)[CH:17]=1.Cl.CN(C)CCCN=C=NCC.C(N(CC)CC)C. The catalyst is CN(C)C1C=CN=CC=1.C(Cl)Cl. The product is [Cl:1][C:2]1[CH:3]=[CH:4][C:5]2[N:6]([CH:8]=[C:9]([C:11]3[C:12](=[O:14])[O:13][C:18]4[C:19]([C:22]=3[CH3:23])=[CH:20][CH:21]=[C:16]([F:15])[CH:17]=4)[N:10]=2)[CH:7]=1. The yield is 0.520. (4) The yield is 0.613. The catalyst is C(Cl)(Cl)Cl. The product is [C:23]([O:26][CH:10]1[N:9]=[C:8]([C:16]2[CH:21]=[CH:20][CH:19]=[CH:18][C:17]=2[F:22])[C:7]2[CH:6]=[CH:5][CH:4]=[C:3]([CH2:1][CH3:2])[C:13]=2[NH:12][C:11]1=[O:14])(=[O:25])[CH3:24]. The reactants are [CH2:1]([C:3]1[C:13]2[NH:12][C:11](=[O:14])[CH2:10][N+:9]([O-])=[C:8]([C:16]3[CH:21]=[CH:20][CH:19]=[CH:18][C:17]=3[F:22])[C:7]=2[CH:6]=[CH:5][CH:4]=1)[CH3:2].[C:23]([O:26]C(=O)C)(=[O:25])[CH3:24]. (5) The reactants are [Br:1][C:2]1[C:3]([F:12])=[C:4]([C:8]([F:11])=[CH:9][CH:10]=1)C(O)=O.C1(C)C=CC=CC=1.CC[N:22]([CH:26](C)C)C(C)C.C1C=CC(P(N=[N+]=[N-])(C2C=CC=CC=2)=[O:36])=CC=1.[CH3:46][C:47]([OH:50])([CH3:49])[CH3:48]. No catalyst specified. The product is [Br:1][C:2]1[C:3]([F:12])=[C:4]([NH:22][C:26](=[O:36])[O:50][C:47]([CH3:49])([CH3:48])[CH3:46])[C:8]([F:11])=[CH:9][CH:10]=1. The yield is 0.540. (6) The reactants are [H-].[Al+3].[Li+].[H-].[H-].[H-].[Cl:7][C:8]1[CH:9]=[C:10](/[CH:15]=[CH:16]/[C:17]([N:19]2[CH2:24][CH2:23][N:22]([CH2:25][CH2:26][CH2:27][C:28]([N:30](OC)[CH3:31])=O)[C:21](=[O:34])[CH2:20]2)=[O:18])[CH:11]=[CH:12][C:13]=1[Cl:14].CC(C)=O.C(OC(N1CCN(CCC=O)C(=O)C1)=O)(C)(C)C.N1C[CH2:61][CH2:60][CH2:59][CH2:58]1.B.N1C=CC=CC=1.C(O)(=O)C. The catalyst is ClCCCl.C(O)C. The product is [Cl:7][C:8]1[CH:9]=[C:10](/[CH:15]=[CH:16]/[C:17]([N:19]2[CH2:24][CH2:23][N:22]([CH2:25][CH2:26][CH2:27][CH2:28][N:30]3[CH2:31][CH2:61][CH2:60][CH2:59][CH2:58]3)[C:21](=[O:34])[CH2:20]2)=[O:18])[CH:11]=[CH:12][C:13]=1[Cl:14]. The yield is 0.510.